From a dataset of Reaction yield outcomes from USPTO patents with 853,638 reactions. Predict the reaction yield, written as a fraction of the theoretical maximum amount of product (1.0 means a 100% yield; for example, 0.34 means a 34% yield). (1) The reactants are [NH2:1][C:2]1[CH:30]=[CH:29][C:5]([O:6][C:7]2[CH:12]=[CH:11][N:10]=[C:9]([NH:13][C:14]([N:16]3[CH2:21][CH2:20][CH:19]([N:22]4[CH2:27][CH2:26][N:25]([CH3:28])[CH2:24][CH2:23]4)[CH2:18][CH2:17]3)=[O:15])[CH:8]=2)=[CH:4][CH:3]=1.[F:31][C:32]1[CH:37]=[CH:36][C:35]([CH2:38][C:39]([N:41]=[C:42]=[O:43])=[O:40])=[CH:34][CH:33]=1. The catalyst is O1CCCC1. The product is [F:31][C:32]1[CH:33]=[CH:34][C:35]([CH2:38][C:39]([NH:41][C:42](=[O:43])[NH:1][C:2]2[CH:3]=[CH:4][C:5]([O:6][C:7]3[CH:12]=[CH:11][N:10]=[C:9]([NH:13][C:14]([N:16]4[CH2:17][CH2:18][CH:19]([N:22]5[CH2:23][CH2:24][N:25]([CH3:28])[CH2:26][CH2:27]5)[CH2:20][CH2:21]4)=[O:15])[CH:8]=3)=[CH:29][CH:30]=2)=[O:40])=[CH:36][CH:37]=1. The yield is 0.180. (2) The reactants are [CH2:1]([O:3][C:4]([C:6]1[NH:14][C:13]2[C:8](=[N:9][CH:10]=[CH:11][CH:12]=2)[CH:7]=1)=[O:5])[CH3:2].[H-].[Na+].Br[CH2:18][CH2:19][O:20][CH3:21]. The catalyst is CN(C)C(=O)C.O.CCOC(C)=O. The product is [CH2:1]([O:3][C:4]([C:6]1[N:14]([CH2:18][CH2:19][O:20][CH3:21])[C:13]2[C:8](=[N:9][CH:10]=[CH:11][CH:12]=2)[CH:7]=1)=[O:5])[CH3:2]. The yield is 0.710.